From a dataset of Reaction yield outcomes from USPTO patents with 853,638 reactions. Predict the reaction yield, written as a fraction of the theoretical maximum amount of product (1.0 means a 100% yield; for example, 0.34 means a 34% yield). (1) The product is [C:20]1([CH3:47])[C:21]([C:26]([C@@:28]([C:44]([OH:46])=[O:45])([OH:43])[C@@:29]([C:34]([C:36]2[C:37]([CH3:42])=[CH:38][CH:39]=[CH:40][CH:41]=2)=[O:35])([OH:33])[C:30]([OH:32])=[O:31])=[O:27])=[CH:22][CH:23]=[CH:24][CH:25]=1.[CH2:1]([N:8]([CH3:19])[C:9](=[O:18])[C@H:10]([C:12]1[CH:17]=[CH:16][CH:15]=[CH:14][CH:13]=1)[NH2:11])[C:2]1[CH:3]=[CH:4][CH:5]=[CH:6][CH:7]=1. The yield is 0.466. The catalyst is CO. The reactants are [CH2:1]([N:8]([CH3:19])[C:9](=[O:18])[CH:10]([C:12]1[CH:17]=[CH:16][CH:15]=[CH:14][CH:13]=1)[NH2:11])[C:2]1[CH:7]=[CH:6][CH:5]=[CH:4][CH:3]=1.[C:20]1([CH3:47])[C:21]([C:26]([C@@:28]([C:44]([OH:46])=[O:45])([OH:43])[C@@:29]([C:34]([C:36]2[C:37]([CH3:42])=[CH:38][CH:39]=[CH:40][CH:41]=2)=[O:35])([OH:33])[C:30]([OH:32])=[O:31])=[O:27])=[CH:22][CH:23]=[CH:24][CH:25]=1. (2) The reactants are Cl[CH2:2][CH2:3][O:4][C:5]1[CH:6]=[C:7]2[C:12](=[CH:13][C:14]=1[O:15][CH3:16])[N:11]=[C:10]([C:17]1[CH:22]=[CH:21][CH:20]=[C:19]([C:23]3[CH:28]=[CH:27][CH:26]=[CH:25][CH:24]=3)[CH:18]=1)[N:9]=[C:8]2[NH:29][C:30]1[CH:31]=[C:32]2[C:36](=[CH:37][CH:38]=1)[N:35](C(OC(C)(C)C)=O)[N:34]=[CH:33]2.[NH:46]1[CH2:50][CH2:49][CH2:48][CH2:47]1. The catalyst is CS(C)=O. The product is [C:23]1([C:19]2[CH:18]=[C:17]([C:10]3[N:9]=[C:8]([NH:29][C:30]4[CH:31]=[C:32]5[C:36](=[CH:37][CH:38]=4)[NH:35][N:34]=[CH:33]5)[C:7]4[C:12](=[CH:13][C:14]([O:15][CH3:16])=[C:5]([O:4][CH2:3][CH2:2][N:46]5[CH2:50][CH2:49][CH2:48][CH2:47]5)[CH:6]=4)[N:11]=3)[CH:22]=[CH:21][CH:20]=2)[CH:24]=[CH:25][CH:26]=[CH:27][CH:28]=1. The yield is 0.190. (3) The reactants are [CH3:1][C:2]1[C:6]([CH2:7][N:8]2[CH:12]=[C:11]([N:13]3[C:17](=[O:18])[CH2:16][NH:15][C:14]3=[O:19])[CH:10]=[N:9]2)=[C:5]([CH3:20])[O:4][N:3]=1.Br[CH2:22][CH2:23][O:24][C:25]1[CH:30]=[CH:29][CH:28]=[CH:27][CH:26]=1.C(=O)([O-])[O-].[Cs+].[Cs+]. The catalyst is Cl. The product is [CH3:1][C:2]1[C:6]([CH2:7][N:8]2[CH:12]=[C:11]([N:13]3[C:17](=[O:18])[CH2:16][N:15]([CH2:22][CH2:23][O:24][C:25]4[CH:30]=[CH:29][CH:28]=[CH:27][CH:26]=4)[C:14]3=[O:19])[CH:10]=[N:9]2)=[C:5]([CH3:20])[O:4][N:3]=1. The yield is 0.540. (4) The reactants are [CH2:1]([N:3]([CH2:24][CH3:25])[C:4]1[N:5]=[C:6]([NH:20][CH2:21][CH2:22][CH3:23])[C:7]2[N:13]=[C:12]([NH:14][CH3:15])[N:11]=[C:10]([NH:16][CH2:17][CH2:18][CH3:19])[C:8]=2[N:9]=1)[CH3:2].Cl.C(OCC)C.Cl.[Cl:33]C1N=C(NCCC)C2N=C(NC)N=C(NCCC)C=2N=1. No catalyst specified. The product is [ClH:33].[CH2:24]([N:3]([CH2:1][CH3:2])[C:4]1[N:5]=[C:6]([NH:20][CH2:21][CH2:22][CH3:23])[C:7]2[N:13]=[C:12]([NH:14][CH3:15])[N:11]=[C:10]([NH:16][CH2:17][CH2:18][CH3:19])[C:8]=2[N:9]=1)[CH3:25]. The yield is 0.890. (5) The reactants are [OH:1][C:2]1[CH:7]=[CH:6][C:5]([O:8][C:9](=[O:16])[C:10]2[CH:15]=[CH:14][CH:13]=[CH:12][CH:11]=2)=[CH:4][C:3]=1[N+:17]([O-:19])=[O:18].[CH2:20](Br)[C:21]1[CH:26]=[CH:25][CH:24]=[CH:23][CH:22]=1.C(=O)([O-])[O-].[K+].[K+]. The catalyst is CN(C=O)C. The product is [CH2:20]([O:1][C:2]1[CH:7]=[CH:6][C:5]([O:8][C:9](=[O:16])[C:10]2[CH:15]=[CH:14][CH:13]=[CH:12][CH:11]=2)=[CH:4][C:3]=1[N+:17]([O-:19])=[O:18])[C:21]1[CH:26]=[CH:25][CH:24]=[CH:23][CH:22]=1. The yield is 0.900. (6) The reactants are [C:1]([C:3]([CH2:10][OH:11])([CH2:8][OH:9])[C:4]([O:6][CH3:7])=[O:5])#[N:2].[C:12](OCC)(OCC)([O:14][CH2:15][CH3:16])[CH3:13].S(=O)(=O)(O)O. The catalyst is C1COCC1. The product is [C:1]([C:3]1([C:4]([O:6][CH3:7])=[O:5])[CH2:10][O:11][C:12]([O:14][CH2:15][CH3:16])([CH3:13])[O:9][CH2:8]1)#[N:2]. The yield is 0.420. (7) The reactants are [Cl:1][C:2]1[C:3]([O:12][C:13]2[CH:18]=[C:17]([OH:19])[CH:16]=[CH:15][C:14]=2[CH2:20][CH2:21][C:22]([O:24][CH2:25][CH3:26])=[O:23])=[N:4][CH:5]=[C:6]([C:8]([F:11])([F:10])[F:9])[CH:7]=1.C(=O)([O-])[O-].[K+].[K+].Cl[CH2:34][C:35]([N:37]([CH2:40][CH3:41])[CH2:38][CH3:39])=[O:36].Cl. The catalyst is CN(C)C=O. The product is [Cl:1][C:2]1[C:3]([O:12][C:13]2[CH:18]=[C:17]([O:19][CH2:34][C:35]([N:37]([CH2:40][CH3:41])[CH2:38][CH3:39])=[O:36])[CH:16]=[CH:15][C:14]=2[CH2:20][CH2:21][C:22]([O:24][CH2:25][CH3:26])=[O:23])=[N:4][CH:5]=[C:6]([C:8]([F:9])([F:11])[F:10])[CH:7]=1. The yield is 1.00. (8) The reactants are Br[C:2]1[C:11]([CH3:12])=[CH:10][C:5]2[C:6]([CH3:9])=[N:7][O:8][C:4]=2[CH:3]=1.[NH2:13][C:14]1[CH:19]=[CH:18][C:17](B2OC(C)(C)C(C)(C)O2)=[CH:16][N:15]=1.[O-]P([O-])([O-])=O.[K+].[K+].[K+].CC(=O)OCC. The catalyst is C(#N)C.O1CCOCC1.O. The product is [CH3:9][C:6]1[C:5]2[CH:10]=[C:11]([CH3:12])[C:2]([C:17]3[CH:18]=[CH:19][C:14]([NH2:13])=[N:15][CH:16]=3)=[CH:3][C:4]=2[O:8][N:7]=1. The yield is 0.919.